Dataset: Reaction yield outcomes from USPTO patents with 853,638 reactions. Task: Predict the reaction yield, written as a fraction of the theoretical maximum amount of product (1.0 means a 100% yield; for example, 0.34 means a 34% yield). (1) The reactants are [CH2:1]([O:8][C:9]1[CH:10]=[CH:11][C:12]([CH:16]=[CH:17][CH2:18][CH3:19])=[C:13]([OH:15])[CH:14]=1)[C:2]1[CH:7]=[CH:6][CH:5]=[CH:4][CH:3]=1.Br[C:21]([CH3:28])([CH3:27])[C:22]([O:24][CH2:25][CH3:26])=[O:23].C(=O)([O-])[O-].[Cs+].[Cs+]. The catalyst is CN(C=O)C. The product is [CH2:25]([O:24][C:22](=[O:23])[C:21]([O:15][C:13]1[CH:14]=[C:9]([O:8][CH2:1][C:2]2[CH:3]=[CH:4][CH:5]=[CH:6][CH:7]=2)[CH:10]=[CH:11][C:12]=1[CH:16]=[CH:17][CH2:18][CH3:19])([CH3:28])[CH3:27])[CH3:26]. The yield is 0.760. (2) The reactants are [Br:1][C:2]1[CH:3]=[N:4][CH:5]=[CH:6][C:7]=1[NH2:8].[Li+].C[Si]([N-][Si](C)(C)C)(C)C.Cl[C:20]([O:22][CH3:23])=[O:21]. No catalyst specified. The product is [Br:1][C:2]1[CH:3]=[N:4][CH:5]=[CH:6][C:7]=1[NH:8][C:20](=[O:21])[O:22][CH3:23]. The yield is 0.590. (3) The reactants are [C:1]1([CH:7]([C:24]2[CH:29]=[CH:28][CH:27]=[CH:26][CH:25]=2)[N:8]2[CH2:11][CH:10]([O:12][N:13]3C(=O)C4C(=CC=CC=4)C3=O)[CH2:9]2)[CH:6]=[CH:5][CH:4]=[CH:3][CH:2]=1.O.NN. The catalyst is C(O)C. The product is [NH2:13][O:12][CH:10]1[CH2:11][N:8]([CH:7]([C:1]2[CH:6]=[CH:5][CH:4]=[CH:3][CH:2]=2)[C:24]2[CH:29]=[CH:28][CH:27]=[CH:26][CH:25]=2)[CH2:9]1. The yield is 0.770. (4) The reactants are [CH3:1][C:2]1[CH:3]=[CH:4][CH:5]=[C:6]2[C:11]=1[C:10](=[O:12])[N:9]([C:13]1[CH:18]=[CH:17][CH:16]=[CH:15][C:14]=1[CH3:19])[C:8]([CH2:20][N:21]([CH3:37])[C:22]1[N:30]=[CH:29][N:28]=[C:27]3[C:23]=1[N:24]=[CH:25][N:26]3C1CCCCO1)=[CH:7]2.C([O-])(O)=O.[Na+]. The yield is 0.540. The product is [CH3:1][C:2]1[CH:3]=[CH:4][CH:5]=[C:6]2[C:11]=1[C:10](=[O:12])[N:9]([C:13]1[CH:18]=[CH:17][CH:16]=[CH:15][C:14]=1[CH3:19])[C:8]([CH2:20][N:21]([CH3:37])[C:22]1[N:30]=[CH:29][N:28]=[C:27]3[C:23]=1[N:24]=[CH:25][NH:26]3)=[CH:7]2. No catalyst specified.